From a dataset of Forward reaction prediction with 1.9M reactions from USPTO patents (1976-2016). Predict the product of the given reaction. (1) Given the reactants [CH2:1]([C:3]1[N:7]=[C:6]([C:8]2[S:12][C:11]([NH2:13])=[N:10][C:9]=2[C:14]2[CH:19]=[CH:18][CH:17]=[CH:16][CH:15]=2)[O:5][N:4]=1)[CH3:2].[CH3:20][CH:21]([CH3:26])[CH2:22][C:23](Cl)=[O:24], predict the reaction product. The product is: [CH2:1]([C:3]1[N:7]=[C:6]([C:8]2[S:12][C:11]([NH:13][C:23](=[O:24])[CH2:22][CH:21]([CH3:26])[CH3:20])=[N:10][C:9]=2[C:14]2[CH:19]=[CH:18][CH:17]=[CH:16][CH:15]=2)[O:5][N:4]=1)[CH3:2]. (2) Given the reactants [Cl:1][CH2:2][CH2:3][O:4][C:5]1[CH:6]=[CH:7][C:8]([CH2:12][S:13]([C:16]2[C:25]3[C:20](=[CH:21][CH:22]=[CH:23][CH:24]=3)[CH:19]=[CH:18][CH:17]=2)(=[O:15])=[O:14])=[C:9]([NH2:11])[CH:10]=1.Cl.[N:27]([O-])=O.[Na+].C(=O)(O)[O-].[Na+], predict the reaction product. The product is: [Cl:1][CH2:2][CH2:3][O:4][C:5]1[CH:10]=[C:9]2[C:8]([C:12]([S:13]([C:16]3[C:25]4[C:20](=[CH:21][CH:22]=[CH:23][CH:24]=4)[CH:19]=[CH:18][CH:17]=3)(=[O:15])=[O:14])=[N:27][NH:11]2)=[CH:7][CH:6]=1. (3) Given the reactants [Br:1][C:2]1[CH:3]=[CH:4][C:5]2[O:9][C:8]([C:10]([O:12]CC)=[O:11])=[C:7]([CH3:15])[C:6]=2[C:16]=1[O:17][CH:18]([CH3:20])[CH3:19], predict the reaction product. The product is: [Br:1][C:2]1[CH:3]=[CH:4][C:5]2[O:9][C:8]([C:10]([OH:12])=[O:11])=[C:7]([CH3:15])[C:6]=2[C:16]=1[O:17][CH:18]([CH3:20])[CH3:19]. (4) Given the reactants [OH:1][C:2]1[CH:19]=[CH:18][C:17]2[C@:16]3([C:20]#N)[C@H:7]([C@H:8]4[C@@:12]([CH2:14][CH2:15]3)([CH3:13])[CH2:11][C@H:10]([OH:22])[CH2:9]4)[CH2:6][CH2:5][C:4]=2[CH:3]=1.[H-].C([Al+]CC(C)C)C(C)C.C(=O)(O)[O-:34].[Na+], predict the reaction product. The product is: [OH:1][C:2]1[CH:19]=[CH:18][C:17]2[C@:16]3([CH:20]=[O:34])[C@H:7]([C@H:8]4[C@@:12]([CH2:14][CH2:15]3)([CH3:13])[CH2:11][C@H:10]([OH:22])[CH2:9]4)[CH2:6][CH2:5][C:4]=2[CH:3]=1. (5) The product is: [CH3:32][N:31]([CH2:30][C:7]1[C:8]2[O:12][N:11]=[C:10]([CH2:13][CH2:14][CH:15]3[CH2:20][CH2:19][NH:18][CH2:17][CH2:16]3)[C:9]=2[CH:28]=[CH:29][C:6]=1[O:5][CH2:4][CH:1]1[CH2:2][CH2:3]1)[CH3:33]. Given the reactants [CH:1]1([CH2:4][O:5][C:6]2[CH:29]=[CH:28][C:9]3[C:10]([CH2:13][CH2:14][CH:15]4[CH2:20][CH2:19][N:18](C(OC(C)(C)C)=O)[CH2:17][CH2:16]4)=[N:11][O:12][C:8]=3[C:7]=2[CH2:30][N:31]([CH3:33])[CH3:32])[CH2:3][CH2:2]1.Cl, predict the reaction product.